Dataset: Full USPTO retrosynthesis dataset with 1.9M reactions from patents (1976-2016). Task: Predict the reactants needed to synthesize the given product. (1) Given the product [Br:54][C:52]1[CH:53]=[C:48]([NH:62][CH2:61][CH:58]2[CH2:59][CH2:60][O:55][CH2:56][CH2:57]2)[CH:49]=[N:50][CH:51]=1, predict the reactants needed to synthesize it. The reactants are: C1C=CC(P(C2C(C3C(P(C4C=CC=CC=4)C4C=CC=CC=4)=CC=C4C=3C=CC=C4)=C3C(C=CC=C3)=CC=2)C2C=CC=CC=2)=CC=1.Br[C:48]1[CH:49]=[N:50][CH:51]=[C:52]([Br:54])[CH:53]=1.[O:55]1[CH2:60][CH2:59][CH:58]([CH2:61][NH2:62])[CH2:57][CH2:56]1.CC(C)([O-])C.[K+]. (2) Given the product [OH:48][CH2:47][C@@H:46]1[CH2:49][CH2:50][CH2:51][N:45]1[C:38]([O:1][C@@H:2]1[CH2:7][N:6]([C:8]([O:10][CH3:11])=[O:9])[C@H:5]([C:12]([N:14]2[CH2:19][CH2:18][N:17]([C:20]3[CH:25]=[CH:24][CH:23]=[CH:22][CH:21]=3)[CH2:16][CH2:15]2)=[O:13])[C@@H:4]([C:26]([O:28][CH3:29])=[O:27])[CH2:3]1)=[O:39], predict the reactants needed to synthesize it. The reactants are: [OH:1][C@@H:2]1[CH2:7][N:6]([C:8]([O:10][CH3:11])=[O:9])[C@H:5]([C:12]([N:14]2[CH2:19][CH2:18][N:17]([C:20]3[CH:25]=[CH:24][CH:23]=[CH:22][CH:21]=3)[CH2:16][CH2:15]2)=[O:13])[C@@H:4]([C:26]([O:28][CH3:29])=[O:27])[CH2:3]1.C(Cl)Cl.C1N=CN([C:38](N2C=NC=C2)=[O:39])C=1.[NH:45]1[CH2:51][CH2:50][CH2:49][C@H:46]1[CH2:47][OH:48]. (3) The reactants are: [C:1]([C:3]1[CH:4]=[C:5]([C:10]2[CH2:14][C:13]([CH2:19][NH:20][S:21]([CH3:24])(=[O:23])=[O:22])([C:15]([O:17]C)=[O:16])[O:12][N:11]=2)[CH:6]=[CH:7][C:8]=1[F:9])#[N:2].[Li+].[OH-]. Given the product [C:1]([C:3]1[CH:4]=[C:5]([C:10]2[CH2:14][C:13]([CH2:19][NH:20][S:21]([CH3:24])(=[O:22])=[O:23])([C:15]([OH:17])=[O:16])[O:12][N:11]=2)[CH:6]=[CH:7][C:8]=1[F:9])#[N:2], predict the reactants needed to synthesize it. (4) Given the product [Cl-:63].[F:49][C:47]([F:48])([F:50])[C:39]1[CH:38]=[C:37]([C@@H:3]([O:2][C:1]([O:51][C:52]2[C:57]([O:58][CH3:59])=[CH:56][CH:55]=[CH:54][C:53]=2[O:60][CH3:61])=[O:62])[C@@H:4]([NH2+:6][CH2:7][C:8]2[CH:13]=[C:12]([C:14]([F:16])([F:17])[F:15])[CH:11]=[CH:10][C:9]=2[C:18]2[CH:23]=[C:22]([CH:24]([CH3:25])[CH3:26])[C:21]([F:27])=[CH:20][C:19]=2[O:28][CH3:29])[CH3:5])[CH:42]=[C:41]([C:43]([F:44])([F:45])[F:46])[CH:40]=1, predict the reactants needed to synthesize it. The reactants are: [C:1](=[O:62])([O:51][C:52]1[C:57]([O:58][CH3:59])=[CH:56][CH:55]=[CH:54][C:53]=1[O:60][CH3:61])[O:2][C@H:3]([C:37]1[CH:42]=[C:41]([C:43]([F:46])([F:45])[F:44])[CH:40]=[C:39]([C:47]([F:50])([F:49])[F:48])[CH:38]=1)[C@@H:4]([N:6](C(OC(C)(C)C)=O)[CH2:7][C:8]1[CH:13]=[C:12]([C:14]([F:17])([F:16])[F:15])[CH:11]=[CH:10][C:9]=1[C:18]1[CH:23]=[C:22]([CH:24]([CH3:26])[CH3:25])[C:21]([F:27])=[CH:20][C:19]=1[O:28][CH3:29])[CH3:5].[ClH:63]. (5) Given the product [CH2:1]([O:8][N:9]([C:44]([O:46][C:47]([CH3:50])([CH3:49])[CH3:48])=[O:45])[C@H:10]1[CH2:15][N:14]([C:16]([O:18][CH2:19][CH:20]2[C:21]3[CH:22]=[CH:23][CH:24]=[CH:25][C:26]=3[C:27]3[C:32]2=[CH:31][CH:30]=[CH:29][CH:28]=3)=[O:17])[CH:13]([C:33](=[O:54])[NH2:34])[C:12]([CH2:35][O:36][Si:37]([C:40]([CH3:41])([CH3:42])[CH3:43])([CH3:39])[CH3:38])=[CH:11]1)[C:2]1[CH:7]=[CH:6][CH:5]=[CH:4][CH:3]=1, predict the reactants needed to synthesize it. The reactants are: [CH2:1]([O:8][N:9]([C:44]([O:46][C:47]([CH3:50])([CH3:49])[CH3:48])=[O:45])[C@H:10]1[CH2:15][N:14]([C:16]([O:18][CH2:19][CH:20]2[C:32]3[CH:31]=[CH:30][CH:29]=[CH:28][C:27]=3[C:26]3[C:21]2=[CH:22][CH:23]=[CH:24][CH:25]=3)=[O:17])[CH:13]([C:33]#[N:34])[C:12]([CH2:35][O:36][Si:37]([C:40]([CH3:43])([CH3:42])[CH3:41])([CH3:39])[CH3:38])=[CH:11]1)[C:2]1[CH:7]=[CH:6][CH:5]=[CH:4][CH:3]=1.C(=N[OH:54])C. (6) Given the product [C:21]([O:20][C:18]([N:16]1[CH2:15][CH2:14][C:8]2[NH:9][C:10]3[C:11]([S:12][CH3:13])=[C:3]([Cl:2])[CH:4]=[CH:5][C:6]=3[C:7]=2[CH2:17]1)=[O:19])([CH3:24])([CH3:23])[CH3:22], predict the reactants needed to synthesize it. The reactants are: Cl.[Cl:2][C:3]1[CH:4]=[CH:5][C:6]2[C:7]3[CH2:17][NH:16][CH2:15][CH2:14][C:8]=3[NH:9][C:10]=2[C:11]=1[S:12][CH3:13].[C:18](O[C:18]([O:20][C:21]([CH3:24])([CH3:23])[CH3:22])=[O:19])([O:20][C:21]([CH3:24])([CH3:23])[CH3:22])=[O:19].[OH-].[Na+].